From a dataset of Forward reaction prediction with 1.9M reactions from USPTO patents (1976-2016). Predict the product of the given reaction. (1) Given the reactants [CH3:1][C:2]1([CH3:18])[C:6]([CH3:8])([CH3:7])[O:5][B:4]([C:9]2[CH:17]=[CH:16][C:12](C(O)=O)=[CH:11][CH:10]=2)[O:3]1.C(Cl)CCl.[CH3:23][NH:24][CH3:25].C1C[O:29]CC1, predict the reaction product. The product is: [CH3:23][NH:24][C:25](=[O:29])[C:17]1[CH:16]=[CH:12][CH:11]=[CH:10][C:9]=1[B:4]1[O:5][C:6]([CH3:7])([CH3:8])[C:2]([CH3:1])([CH3:18])[O:3]1. (2) Given the reactants Br[C:2]1[CH:3]=[CH:4][C:5]2[N:9]=[N:8][N:7]([CH2:10][C:11]3[CH:16]=[CH:15][CH:14]=[C:13]([C:17]4[N:22]=[CH:21][C:20]([O:23][CH2:24][CH2:25][N:26]5[CH2:31][CH2:30][O:29][CH2:28][CH2:27]5)=[CH:19][N:18]=4)[CH:12]=3)[C:6]=2[CH:32]=1.[CH3:33][N:34]1[CH:38]=[C:37](B2OC(C)(C)C(C)(C)O2)[CH:36]=[N:35]1.O.O.O.P([O-])([O-])([O-])=O.[K+].[K+].[K+], predict the reaction product. The product is: [CH3:33][N:34]1[CH:38]=[C:37]([C:2]2[CH:3]=[CH:4][C:5]3[N:9]=[N:8][N:7]([CH2:10][C:11]4[CH:16]=[CH:15][CH:14]=[C:13]([C:17]5[N:18]=[CH:19][C:20]([O:23][CH2:24][CH2:25][N:26]6[CH2:31][CH2:30][O:29][CH2:28][CH2:27]6)=[CH:21][N:22]=5)[CH:12]=4)[C:6]=3[CH:32]=2)[CH:36]=[N:35]1. (3) Given the reactants C[Si](C)(C)[NH:3][Si](C)(C)C.C([Li])CCC.[F:15][C:16]1[CH:23]=[CH:22][CH:21]=[CH:20][C:17]=1[C:18]#[N:19].Cl, predict the reaction product. The product is: [F:15][C:16]1[CH:23]=[CH:22][CH:21]=[CH:20][C:17]=1[C:18](=[NH:3])[NH2:19]. (4) Given the reactants C(OC(=O)[NH:7][C:8]1[S:12][C:11]([C:13]2[C:18]([F:19])=[CH:17][CH:16]=[CH:15][C:14]=2[F:20])=[N:10][C:9]=1[C:21]([NH:23][C:24]1[C:25]([N:33]2[CH2:38][C@H:37]([CH3:39])[C@@H:36]([O:40][Si](C(C)(C)C)(C)C)[C@H:35]([NH:48]C(OC(C)(C)C)=O)[CH2:34]2)=[C:26]2[CH2:32][CH2:31][O:30][C:27]2=[N:28][CH:29]=1)=[O:22])(C)(C)C.[H+].[H+].F[Si-2](F)(F)(F)(F)F.O.[NH4+].[OH-], predict the reaction product. The product is: [NH2:7][C:8]1[S:12][C:11]([C:13]2[C:14]([F:20])=[CH:15][CH:16]=[CH:17][C:18]=2[F:19])=[N:10][C:9]=1[C:21]([NH:23][C:24]1[C:25]([N:33]2[CH2:38][C@H:37]([CH3:39])[C@@H:36]([OH:40])[C@H:35]([NH2:48])[CH2:34]2)=[C:26]2[CH2:32][CH2:31][O:30][C:27]2=[N:28][CH:29]=1)=[O:22]. (5) Given the reactants [Br:1][C:2]1[CH:7]=[CH:6][C:5]([O:8][C:9]([F:12])([F:11])[F:10])=[C:4]([N+:13]([O-])=O)[CH:3]=1, predict the reaction product. The product is: [Br:1][C:2]1[CH:7]=[CH:6][C:5]([O:8][C:9]([F:10])([F:11])[F:12])=[C:4]([CH:3]=1)[NH2:13]. (6) Given the reactants [Cl:1][C:2]1[C:3]([C:15]2[C:23]3[C:18](=[CH:19][CH:20]=[CH:21][CH:22]=3)[N:17]([S:24]([C:27]3[CH:32]=[CH:31][CH:30]=[CH:29][CH:28]=3)(=[O:26])=[O:25])[CH:16]=2)=[N:4][C:5]([NH:8][CH:9]2[CH2:14][CH2:13][NH:12][CH2:11][CH2:10]2)=[N:6][CH:7]=1.[C:33]([NH:36][C:37]1[CH:45]=[CH:44][C:40]([C:41](O)=[O:42])=[C:39]([CH3:46])[CH:38]=1)(=[O:35])[CH3:34].CN(C(ON1N=NC2C=CC=CC1=2)=[N+](C)C)C.F[P-](F)(F)(F)(F)F.CCN(C(C)C)C(C)C, predict the reaction product. The product is: [Cl:1][C:2]1[C:3]([C:15]2[C:23]3[C:18](=[CH:19][CH:20]=[CH:21][CH:22]=3)[N:17]([S:24]([C:27]3[CH:32]=[CH:31][CH:30]=[CH:29][CH:28]=3)(=[O:26])=[O:25])[CH:16]=2)=[N:4][C:5]([NH:8][CH:9]2[CH2:10][CH2:11][N:12]([C:41]([C:40]3[CH:44]=[CH:45][C:37]([NH:36][C:33](=[O:35])[CH3:34])=[CH:38][C:39]=3[CH3:46])=[O:42])[CH2:13][CH2:14]2)=[N:6][CH:7]=1. (7) Given the reactants [F:1][C:2]1[CH:7]=[CH:6][C:5]([C:8]2[CH:13]=[CH:12][N:11]=[CH:10][C:9]=2[N:14]([CH3:35])[C:15](=[O:34])[C:16]2[CH:21]=[C:20]([C:22]([F:25])([F:24])[F:23])[CH:19]=[C:18]([S:26][CH2:27][CH2:28][NH:29][S:30](=[O:33])(=[O:32])[NH2:31])[CH:17]=2)=[C:4]([O:36][CH3:37])[CH:3]=1.[OH:38]OS([O-])=O.[K+].[O-]S([O-])(=S)=O.[Na+].[Na+].CCOC(C)=O.[OH2:57], predict the reaction product. The product is: [F:1][C:2]1[CH:7]=[CH:6][C:5]([C:8]2[CH:13]=[CH:12][N:11]=[CH:10][C:9]=2[N:14]([CH3:35])[C:15](=[O:34])[C:16]2[CH:21]=[C:20]([C:22]([F:23])([F:24])[F:25])[CH:19]=[C:18]([S:26]([CH2:27][CH2:28][NH:29][S:30](=[O:32])(=[O:33])[NH2:31])(=[O:38])=[O:57])[CH:17]=2)=[C:4]([O:36][CH3:37])[CH:3]=1.